Task: Predict the product of the given reaction.. Dataset: Forward reaction prediction with 1.9M reactions from USPTO patents (1976-2016) (1) Given the reactants Cl[C:2]1[S:12][C:5]2[CH:6]3[CH:10]([CH2:11][C:4]=2[C:3]=1[C:13]#[N:14])[CH2:9][NH:8][CH2:7]3.N([O:17][C:18]([CH3:21])(C)C)=O.C[CH2:23][OH:24], predict the reaction product. The product is: [CH2:18]([O:17][C:23]([N:8]1[CH2:7][CH:6]2[CH:10]([CH2:11][C:4]3[C:3]([C:13]#[N:14])=[CH:2][S:12][C:5]=32)[CH2:9]1)=[O:24])[CH3:21]. (2) Given the reactants [CH3:1][O:2][CH2:3][CH2:4][CH2:5][OH:6].[H-].[Na+].[Cl:9][C:10]1[C:15]([C:16]2[C:21]([F:22])=[CH:20][C:19](F)=[CH:18][C:17]=2[F:24])=[C:14]([NH:25][C@H:26]([CH3:30])[CH:27]([CH3:29])[CH3:28])[N:13]2[N:31]=[CH:32][N:33]=[C:12]2[N:11]=1.C(#N)C.O, predict the reaction product. The product is: [Cl:9][C:10]1[C:15]([C:16]2[C:17]([F:24])=[CH:18][C:19]([O:6][CH2:5][CH2:4][CH2:3][O:2][CH3:1])=[CH:20][C:21]=2[F:22])=[C:14]([NH:25][C@H:26]([CH3:30])[CH:27]([CH3:28])[CH3:29])[N:13]2[N:31]=[CH:32][N:33]=[C:12]2[N:11]=1. (3) Given the reactants [N+:1]([C:4]1[CH:5]=[C:6]([C:11]2[N+:12]([O-])=[CH:13][CH:14]=[C:15]([N+:17]([O-])=O)[CH:16]=2)[N+:7]([O-])=[CH:8][CH:9]=1)([O-])=O.[BH4-].[Na+], predict the reaction product. The product is: [NH2:17][C:15]1[CH:14]=[CH:13][N:12]=[C:11]([C:6]2[CH:5]=[C:4]([NH2:1])[CH:9]=[CH:8][N:7]=2)[CH:16]=1. (4) Given the reactants [NH2:1][C:2]1[CH:9]=[CH:8][CH:7]=[CH:6][C:3]=1[CH2:4][NH2:5].[CH3:10][C:11]1[CH:16]=[CH:15][C:14]([N:17]=[C:18]=S)=[CH:13][CH:12]=1, predict the reaction product. The product is: [N:1]1[C:2]2[C:3](=[CH:6][CH:7]=[CH:8][CH:9]=2)[CH2:4][NH:5][C:18]=1[NH:17][C:14]1[CH:15]=[CH:16][C:11]([CH3:10])=[CH:12][CH:13]=1. (5) Given the reactants ClC(OC(Cl)C)=O.C([N:21]1[CH2:24][C:23]2([CH2:29][N:28]([CH2:30][C:31]3[C:52]([C:53]([F:56])([F:55])[F:54])=[CH:51][C:34]([C:35]([NH:37][CH2:38][C:39]4[CH:44]=[C:43]([Cl:45])[CH:42]=[CH:41][C:40]=4[S:46]([CH2:49][CH3:50])(=[O:48])=[O:47])=[O:36])=[CH:33][C:32]=3[Cl:57])[CH2:27][CH2:26][O:25]2)[CH2:22]1)(C1C=CC=CC=1)C1C=CC=CC=1, predict the reaction product. The product is: [Cl:57][C:32]1[CH:33]=[C:34]([CH:51]=[C:52]([C:53]([F:54])([F:55])[F:56])[C:31]=1[CH2:30][N:28]1[CH2:29][C:23]2([CH2:22][NH:21][CH2:24]2)[O:25][CH2:26][CH2:27]1)[C:35]([NH:37][CH2:38][C:39]1[CH:44]=[C:43]([Cl:45])[CH:42]=[CH:41][C:40]=1[S:46]([CH2:49][CH3:50])(=[O:47])=[O:48])=[O:36].